This data is from Forward reaction prediction with 1.9M reactions from USPTO patents (1976-2016). The task is: Predict the product of the given reaction. (1) Given the reactants [CH2:1]([O:5][C:6]([N:8]([S:45]([C:48]1[CH:53]=[CH:52][C:51]([CH3:54])=[CH:50][CH:49]=1)(=[O:47])=[O:46])[CH2:9][CH2:10][N:11]([S:35]([C:38]1[CH:43]=[CH:42][C:41]([CH3:44])=[CH:40][CH:39]=1)(=[O:37])=[O:36])[CH2:12][CH2:13][N:14]([S:25]([C:28]1[CH:33]=[CH:32][C:31]([CH3:34])=[CH:30][CH:29]=1)(=[O:27])=[O:26])[CH2:15][CH2:16][CH2:17][CH2:18][CH2:19][CH2:20][CH2:21][CH2:22][CH2:23][OH:24])=[O:7])[CH2:2][CH2:3][CH3:4].CCN(CC)CC.[C:62]1([CH3:72])[CH:67]=[CH:66][C:65]([S:68](Cl)(=[O:70])=[O:69])=[CH:64][CH:63]=1, predict the reaction product. The product is: [S:68]([O:24][CH2:23][CH2:22][CH2:21][CH2:20][CH2:19][CH2:18][CH2:17][CH2:16][CH2:15][N:14]([S:25]([C:28]1[CH:33]=[CH:32][C:31]([CH3:34])=[CH:30][CH:29]=1)(=[O:27])=[O:26])[CH2:13][CH2:12][N:11]([S:35]([C:38]1[CH:39]=[CH:40][C:41]([CH3:44])=[CH:42][CH:43]=1)(=[O:36])=[O:37])[CH2:10][CH2:9][N:8]([C:6]([O:5][CH2:1][CH2:2][CH2:3][CH3:4])=[O:7])[S:45]([C:48]1[CH:53]=[CH:52][C:51]([CH3:54])=[CH:50][CH:49]=1)(=[O:46])=[O:47])([C:65]1[CH:66]=[CH:67][C:62]([CH3:72])=[CH:63][CH:64]=1)(=[O:70])=[O:69]. (2) The product is: [C:29]([C:27]1[CH:26]=[C:25]([NH:33][S:34]([CH3:37])(=[O:36])=[O:35])[C:24]([O:38][CH3:39])=[C:23]([NH:22][C:6](=[O:8])[C:5]2[CH:9]=[CH:10][C:2]([F:1])=[C:3]([N:11]3[CH:15]=[C:14]([C:16]4[CH:17]=[N:18][CH:19]=[CH:20][CH:21]=4)[N:13]=[N:12]3)[CH:4]=2)[CH:28]=1)([CH3:32])([CH3:30])[CH3:31]. Given the reactants [F:1][C:2]1[CH:10]=[CH:9][C:5]([C:6]([OH:8])=O)=[CH:4][C:3]=1[N:11]1[CH:15]=[C:14]([C:16]2[CH:17]=[N:18][CH:19]=[CH:20][CH:21]=2)[N:13]=[N:12]1.[NH2:22][C:23]1[C:24]([O:38][CH3:39])=[C:25]([NH:33][S:34]([CH3:37])(=[O:36])=[O:35])[CH:26]=[C:27]([C:29]([CH3:32])([CH3:31])[CH3:30])[CH:28]=1, predict the reaction product.